Predict the reactants needed to synthesize the given product. From a dataset of Full USPTO retrosynthesis dataset with 1.9M reactions from patents (1976-2016). (1) Given the product [CH3:1][O:2][C:3]1[CH:8]=[CH:7][C:6]([N+:9]([O-:11])=[O:10])=[CH:5][C:4]=1[N:12]1[CH2:17][CH2:16][N:15]([CH2:19][CH2:18][S:20]([CH3:23])(=[O:22])=[O:21])[CH2:14][CH2:13]1, predict the reactants needed to synthesize it. The reactants are: [CH3:1][O:2][C:3]1[CH:8]=[CH:7][C:6]([N+:9]([O-:11])=[O:10])=[CH:5][C:4]=1[N:12]1[CH2:17][CH2:16][NH:15][CH2:14][CH2:13]1.[CH:18]([S:20]([CH3:23])(=[O:22])=[O:21])=[CH2:19]. (2) Given the product [CH3:24][C:20]1[CH:21]=[CH:22][CH:23]=[C:18]([N+:15]([O-:17])=[O:16])[C:19]=1[CH2:4][C:5]([OH:7])=[O:6], predict the reactants needed to synthesize it. The reactants are: C(O[C:4](=O)[C:5]([O:7]CC)=[O:6])C.[O-]CC.[K+].[N+:15]([C:18]1[CH:23]=[CH:22][CH:21]=[C:20]([CH3:24])[C:19]=1C)([O-:17])=[O:16]. (3) Given the product [CH2:1]([O:8][C:9]1[C:14]2[NH:15][C:16](=[O:19])[CH2:17][O:18][C:13]=2[C:12]([CH:20]([OH:24])[CH2:21][NH:26][C:27]([CH3:47])([CH3:48])[CH2:28][CH2:29][N:30]2[C:35]3[CH:36]=[CH:37][CH:38]=[CH:39][C:34]=3[C:33]([CH2:43][CH2:44][CH3:45])([CH2:40][CH2:41][CH3:42])[O:32][C:31]2=[O:46])=[CH:11][CH:10]=1)[C:2]1[CH:3]=[CH:4][CH:5]=[CH:6][CH:7]=1, predict the reactants needed to synthesize it. The reactants are: [CH2:1]([O:8][C:9]1[C:14]2[NH:15][C:16](=[O:19])[CH2:17][O:18][C:13]=2[C:12]([C:20](=[O:24])[CH:21](O)O)=[CH:11][CH:10]=1)[C:2]1[CH:7]=[CH:6][CH:5]=[CH:4][CH:3]=1.Cl.[NH2:26][C:27]([CH3:48])([CH3:47])[CH2:28][CH2:29][N:30]1[C:35]2[CH:36]=[CH:37][CH:38]=[CH:39][C:34]=2[C:33]([CH2:43][CH2:44][CH3:45])([CH2:40][CH2:41][CH3:42])[O:32][C:31]1=[O:46]. (4) Given the product [F:19][C:20]1[CH:21]=[C:22]([C:27]2([OH:32])[CH2:31][CH2:30][O:29][CH2:28]2)[CH:23]=[C:24]([F:26])[C:25]=1[B:5]1[O:6][C:7]([CH3:12])([CH3:13])[C:8]([CH3:10])([CH3:11])[O:9]1, predict the reactants needed to synthesize it. The reactants are: C(O[B:5]1[O:9][C:8]([CH3:11])([CH3:10])[C:7]([CH3:13])([CH3:12])[O:6]1)(C)C.C([Li])CCC.[F:19][C:20]1[CH:21]=[C:22]([C:27]2([OH:32])[CH2:31][CH2:30][O:29][CH2:28]2)[CH:23]=[C:24]([F:26])[CH:25]=1. (5) Given the product [N:2]([CH2:5][CH:6]([C:8]1[CH:19]=[CH:18][C:11]2[O:12][C:13]([CH3:17])([CH3:16])[O:14][CH2:15][C:10]=2[CH:9]=1)[OH:7])=[N+:3]=[N-:4], predict the reactants needed to synthesize it. The reactants are: [Na].[N:2]([CH2:5][C:6]([C:8]1[CH:19]=[CH:18][C:11]2[O:12][C:13]([CH3:17])([CH3:16])[O:14][CH2:15][C:10]=2[CH:9]=1)=[O:7])=[N+:3]=[N-:4].[Cl-].[NH4+].C(OCC)(=O)C. (6) Given the product [CH2:1]([N:3]1[C:11](=[O:12])[C:10]2[CH2:9][CH2:8][CH2:7][CH2:6][C:5]=2[N:4]1[CH2:13][C:14]([OH:16])=[O:15])[CH3:2], predict the reactants needed to synthesize it. The reactants are: [CH2:1]([N:3]1[C:11](=[O:12])[C:10]2[CH2:9][CH2:8][CH2:7][CH2:6][C:5]=2[N:4]1[CH2:13][C:14]([O:16]C(C)(C)C)=[O:15])[CH3:2].C(O)(C(F)(F)F)=O. (7) Given the product [Cl:30][C:16]1[CH:15]=[C:14]([N:10]2[CH:11]=[C:12]([CH3:13])[C:8]([C:5]3[CH:6]=[CH:7][C:2]([Cl:1])=[CH:3][CH:4]=3)=[C:9]2[C:22]([N:24]2[CH2:27][C:26]([F:29])([F:28])[CH2:25]2)=[O:23])[CH:19]=[CH:18][CH:17]=1, predict the reactants needed to synthesize it. The reactants are: [Cl:1][C:2]1[CH:7]=[CH:6][C:5]([C:8]2[C:12]([CH3:13])=[CH:11][N:10]([C:14]3[CH:19]=[CH:18][CH:17]=[C:16](OC)[CH:15]=3)[C:9]=2[C:22]([N:24]2[CH2:27][C:26]([F:29])([F:28])[CH2:25]2)=[O:23])=[CH:4][CH:3]=1.[Cl:30]C1C=CC=C(I)C=1.ClC1C=CC(C2C(C)=CNC=2C(N2CC(F)(F)C2)=O)=CC=1.